This data is from Forward reaction prediction with 1.9M reactions from USPTO patents (1976-2016). The task is: Predict the product of the given reaction. (1) Given the reactants [CH3:1][O-].[Na+].[F:4][CH2:5][CH2:6][O:7][CH2:8][CH2:9][O:10][CH2:11][CH2:12][O:13][C:14]1[CH:15]=[C:16]2[C:21](=[CH:22][CH:23]=1)[CH:20]=[C:19]([C:24]1[CH:29]=[CH:28][C:27]([NH2:30])=[CH:26][CH:25]=1)[CH:18]=[CH:17]2.C=O.[BH4-].[Na+], predict the reaction product. The product is: [F:4][CH2:5][CH2:6][O:7][CH2:8][CH2:9][O:10][CH2:11][CH2:12][O:13][C:14]1[CH:15]=[C:16]2[C:21](=[CH:22][CH:23]=1)[CH:20]=[C:19]([C:24]1[CH:29]=[CH:28][C:27]([NH:30][CH3:1])=[CH:26][CH:25]=1)[CH:18]=[CH:17]2. (2) Given the reactants [S:1]1[C:5]2[O:6][C:7]3[CH:15]=[CH:14][CH:13]=[CH:12][C:8]=3[NH:9][C:10](=[O:11])[C:4]=2[CH:3]=[CH:2]1.[C:16](Cl)(=[O:19])[CH2:17][CH3:18].[Cl-].[Al+3].[Cl-].[Cl-], predict the reaction product. The product is: [C:16]([C:2]1[S:1][C:5]2[O:6][C:7]3[CH:15]=[CH:14][CH:13]=[CH:12][C:8]=3[NH:9][C:10](=[O:11])[C:4]=2[CH:3]=1)(=[O:19])[CH2:17][CH3:18]. (3) The product is: [F:30][C:31]([F:40])([F:41])[O:32][C:33]1[CH:34]=[CH:35][C:36]([N:37]2[CH2:13][CH2:12][C:6]3([CH2:7][CH2:8][N:9]([S:24]([C:19]4[CH:20]=[CH:21][CH:22]=[CH:23][C:18]=4[C:17]([F:29])([F:28])[F:16])(=[O:26])=[O:25])[CH2:10][CH2:11]3)[C:4]2=[O:5])=[CH:38][CH:39]=1. Given the reactants C(O[C:4]([C:6]1([CH2:12][CH2:13]OC)[CH2:11][CH2:10][NH:9][CH2:8][CH2:7]1)=[O:5])C.[F:16][C:17]([F:29])([F:28])[C:18]1[CH:23]=[CH:22][CH:21]=[CH:20][C:19]=1[S:24](Cl)(=[O:26])=[O:25].[F:30][C:31]([F:41])([F:40])[O:32][C:33]1[CH:39]=[CH:38][C:36]([NH2:37])=[CH:35][CH:34]=1, predict the reaction product. (4) Given the reactants N1C=CC=CC=1.[NH:7]1[CH2:12][CH2:11][CH:10]([C:13]2[O:17][N:16]=[C:15]([C:18]3[CH:23]=[CH:22][N:21]=[CH:20][CH:19]=3)[N:14]=2)[CH2:9][CH2:8]1.[CH3:24][C:25]([CH3:31])([CH3:30])[CH2:26][C:27](Cl)=[O:28], predict the reaction product. The product is: [CH3:24][C:25]([CH3:31])([CH3:30])[CH2:26][C:27]([N:7]1[CH2:12][CH2:11][CH:10]([C:13]2[O:17][N:16]=[C:15]([C:18]3[CH:23]=[CH:22][N:21]=[CH:20][CH:19]=3)[N:14]=2)[CH2:9][CH2:8]1)=[O:28]. (5) Given the reactants Cl.[CH2:2]([O:9][C:10](=[O:16])[C@H:11]1[CH2:15][CH2:14][CH2:13][NH:12]1)[C:3]1[CH:8]=[CH:7][CH:6]=[CH:5][CH:4]=1.[O:17]1[C:21]([C:22]([OH:24])=O)=[CH:20][CH:19]=[C:18]1[C:25]([OH:27])=O, predict the reaction product. The product is: [CH2:2]([O:9][C:10]([C@H:11]1[CH2:15][CH2:14][CH2:13][N:12]1[C:22]([C:21]1[O:17][C:18]([C:25]([N:12]2[CH2:13][CH2:14][CH2:15][C@@H:11]2[C:10]([O:9][CH2:2][C:3]2[CH:8]=[CH:7][CH:6]=[CH:5][CH:4]=2)=[O:16])=[O:27])=[CH:19][CH:20]=1)=[O:24])=[O:16])[C:3]1[CH:4]=[CH:5][CH:6]=[CH:7][CH:8]=1.